This data is from Reaction yield outcomes from USPTO patents with 853,638 reactions. The task is: Predict the reaction yield, written as a fraction of the theoretical maximum amount of product (1.0 means a 100% yield; for example, 0.34 means a 34% yield). (1) The reactants are [CH3:1][C:2]1[S:3][C:4]2[C:10]([C:11](OC)=[O:12])=[CH:9][CH:8]=[CH:7][C:5]=2[N:6]=1.[H-].[Al+3].[Li+].[H-].[H-].[H-]. The catalyst is O1CCCC1.C(OCC)(=O)C.O.[OH-].[Na+].Cl. The product is [CH3:1][C:2]1[S:3][C:4]2[C:10]([CH2:11][OH:12])=[CH:9][CH:8]=[CH:7][C:5]=2[N:6]=1. The yield is 0.920. (2) The yield is 0.798. The product is [CH2:10]([O:9][C:7]([C:6]1([C:12]([O:14][CH2:15][CH3:16])=[O:13])[CH:20]([CH2:21][CH3:22])[CH2:3][C:2](=[O:4])[NH:5]1)=[O:8])[CH3:11]. The catalyst is C(O)C. The reactants are [Na].[C:2]([NH:5][CH:6]([C:12]([O:14][CH2:15][CH3:16])=[O:13])[C:7]([O:9][CH2:10][CH3:11])=[O:8])(=[O:4])[CH3:3].C(O[C:20](=O)/[CH:21]=[CH:22]/CC)C.C(O)(=O)C. (3) The reactants are [Br:1][C:2]1[CH:3]=[C:4]([C:25](=[O:37])[NH:26][CH2:27][C:28]2[C:29](=[O:36])[NH:30][C:31]([CH3:35])=[CH:32][C:33]=2[CH3:34])[C:5]([CH3:24])=[C:6]([N:8]([CH3:23])[C@@H:9]2[CH2:14][CH2:13][C@H:12]([NH:15]C(=O)OC(C)(C)C)[CH2:11][CH2:10]2)[CH:7]=1.C(O)(C(F)(F)F)=O. The catalyst is C(Cl)Cl. The product is [NH2:15][C@@H:12]1[CH2:11][CH2:10][C@H:9]([N:8]([CH3:23])[C:6]2[C:5]([CH3:24])=[C:4]([CH:3]=[C:2]([Br:1])[CH:7]=2)[C:25]([NH:26][CH2:27][C:28]2[C:29](=[O:36])[NH:30][C:31]([CH3:35])=[CH:32][C:33]=2[CH3:34])=[O:37])[CH2:14][CH2:13]1. The yield is 0.910. (4) The reactants are [CH3:1][O:2][C:3]1[CH:10]=[C:9]([O:11][CH2:12][C:13]([CH2:54][O:55][CH2:56][CH2:57][CH2:58][CH2:59][CH2:60][CH2:61][CH2:62][CH2:63][CH2:64][CH2:65][CH2:66][CH2:67][CH2:68][CH2:69][CH2:70][CH2:71][CH2:72][CH3:73])([CH2:34][O:35][CH2:36][CH2:37][CH2:38][CH2:39][CH2:40][CH2:41][CH2:42][CH2:43][CH2:44][CH2:45][CH2:46][CH2:47][CH2:48][CH2:49][CH2:50][CH2:51][CH2:52][CH3:53])[CH2:14][O:15][CH2:16][CH2:17][CH2:18][CH2:19][CH2:20][CH2:21][CH2:22][CH2:23][CH2:24][CH2:25][CH2:26][CH2:27][CH2:28][CH2:29][CH2:30][CH2:31][CH2:32][CH3:33])[CH:8]=[CH:7][C:4]=1[CH:5]=O.Cl.[NH2:75][OH:76].C(N(CC)CC)C. The catalyst is ClCCl. The product is [CH3:1][O:2][C:3]1[CH:10]=[C:9]([O:11][CH2:12][C:13]([CH2:54][O:55][CH2:56][CH2:57][CH2:58][CH2:59][CH2:60][CH2:61][CH2:62][CH2:63][CH2:64][CH2:65][CH2:66][CH2:67][CH2:68][CH2:69][CH2:70][CH2:71][CH2:72][CH3:73])([CH2:34][O:35][CH2:36][CH2:37][CH2:38][CH2:39][CH2:40][CH2:41][CH2:42][CH2:43][CH2:44][CH2:45][CH2:46][CH2:47][CH2:48][CH2:49][CH2:50][CH2:51][CH2:52][CH3:53])[CH2:14][O:15][CH2:16][CH2:17][CH2:18][CH2:19][CH2:20][CH2:21][CH2:22][CH2:23][CH2:24][CH2:25][CH2:26][CH2:27][CH2:28][CH2:29][CH2:30][CH2:31][CH2:32][CH3:33])[CH:8]=[CH:7][C:4]=1[CH:5]=[N:75][OH:76]. The yield is 0.850. (5) The reactants are [CH3:1][CH:2]([CH3:6])[C:3]([OH:5])=O.CCN(C(C)C)C(C)C.F[P-](F)(F)(F)(F)F.N1(O[P+](N(C)C)(N(C)C)N(C)C)C2C=CC=CC=2N=N1.[NH2:43][CH:44]1[CH2:49][CH2:48][CH:47]([C:50]2[O:54][N:53]=[C:52]([C:55]3[N:60]=[C:59]([N:61]([CH3:68])[C:62]4[CH:67]=[CH:66][CH:65]=[CH:64][CH:63]=4)[N:58]=[C:57]([NH2:69])[N:56]=3)[N:51]=2)[CH2:46][CH2:45]1. The catalyst is CN(C=O)C. The product is [NH2:69][C:57]1[N:58]=[C:59]([N:61]([CH3:68])[C:62]2[CH:67]=[CH:66][CH:65]=[CH:64][CH:63]=2)[N:60]=[C:55]([C:52]2[N:51]=[C:50]([CH:47]3[CH2:48][CH2:49][CH:44]([NH:43][C:3](=[O:5])[CH:2]([CH3:6])[CH3:1])[CH2:45][CH2:46]3)[O:54][N:53]=2)[N:56]=1. The yield is 0.210.